Task: Predict the product of the given reaction.. Dataset: Forward reaction prediction with 1.9M reactions from USPTO patents (1976-2016) The product is: [CH2:24]([O:8][CH:7]([CH3:12])[C:9]([O:11][CH2:2][CH3:3])=[O:10])[C:18]1[CH:23]=[CH:22][CH:21]=[CH:20][CH:19]=1. Given the reactants [O-][CH2:2][CH3:3].[Na+].C(O)(=O)C[C:7]([CH2:12]C(O)=O)([C:9]([OH:11])=[O:10])[OH:8].[C:18]1([CH3:24])[CH:23]=[CH:22][CH:21]=[CH:20][CH:19]=1, predict the reaction product.